Task: Predict which catalyst facilitates the given reaction.. Dataset: Catalyst prediction with 721,799 reactions and 888 catalyst types from USPTO (1) Reactant: [C:1]([N:8]1[CH2:15][CH2:14][CH2:13][C@H:9]1[C:10]([OH:12])=[O:11])([O:3][C:4]([CH3:7])([CH3:6])[CH3:5])=[O:2].C(N(CC)CC)C.ClC(OCC)=O.[CH2:29]([O:36][C:37](=[O:52])[C@H:38]([CH2:40][CH2:41][C:42]([O:44][CH2:45][C:46]1[CH:51]=[CH:50][CH:49]=[CH:48][CH:47]=1)=[O:43])[NH2:39])[C:30]1[CH:35]=[CH:34][CH:33]=[CH:32][CH:31]=1. Product: [C:1]([N:8]1[CH2:15][CH2:14][CH2:13][C@H:9]1[C:10]([OH:12])=[O:11])([O:3][C:4]([CH3:7])([CH3:6])[CH3:5])=[O:2].[CH2:29]([O:36][C:37](=[O:52])[C@H:38]([CH2:40][CH2:41][C:42]([O:44][CH2:45][C:46]1[CH:51]=[CH:50][CH:49]=[CH:48][CH:47]=1)=[O:43])[NH2:39])[C:30]1[CH:31]=[CH:32][CH:33]=[CH:34][CH:35]=1. The catalyst class is: 4. (2) Reactant: [C:1]([OH:10])(=O)[C:2]1[C:3](=[CH:5][CH:6]=[CH:7][CH:8]=1)[OH:4].S(Cl)(Cl)=O.Cl.[CH3:16][NH:17][CH3:18].C(N(CC)CC)C. Product: [OH:4][C:3]1[CH:5]=[CH:6][CH:7]=[CH:8][C:2]=1[C:1]([N:17]([CH3:18])[CH3:16])=[O:10]. The catalyst class is: 4. (3) Reactant: Br[C:2]1[CH:3]=[CH:4][C:5]([N:8]2[CH2:13][CH2:12][N:11]([C:14]([O:16][C:17]([CH3:20])([CH3:19])[CH3:18])=[O:15])[CH2:10][CH2:9]2)=[N:6][CH:7]=1.[C:21]([O:25][CH2:26][CH3:27])(=[O:24])[CH:22]=[CH2:23].CC1C=CC=CC=1P(C1C=CC=CC=1C)C1C=CC=CC=1C.CCN(C(C)C)C(C)C. Product: [CH2:26]([O:25][C:21](=[O:24])/[CH:22]=[CH:23]/[C:2]1[CH:3]=[CH:4][C:5]([N:8]2[CH2:13][CH2:12][N:11]([C:14]([O:16][C:17]([CH3:20])([CH3:19])[CH3:18])=[O:15])[CH2:10][CH2:9]2)=[N:6][CH:7]=1)[CH3:27]. The catalyst class is: 274. (4) Reactant: [F:1][C:2]([F:22])([F:21])[C:3]1[CH:8]=[C:7]([O:9][CH3:10])[CH:6]=[CH:5][C:4]=1[C:11]1[CH:16]=[CH:15][N:14]=[C:13]([C:17](=[N:19][OH:20])[NH2:18])[CH:12]=1.[C:23](N1C=CN=C1)(N1C=CN=C1)=[O:24].N12CCCN=C1CCCCC2.Cl. Product: [F:22][C:2]([F:21])([F:1])[C:3]1[CH:8]=[C:7]([O:9][CH3:10])[CH:6]=[CH:5][C:4]=1[C:11]1[CH:16]=[CH:15][N:14]=[C:13]([C:17]2[NH:19][O:20][C:23](=[O:24])[N:18]=2)[CH:12]=1. The catalyst class is: 132. (5) Reactant: [H-].[Na+].C([O:5][C:6](=O)[CH2:7][NH:8][C:9](=[O:34])[CH2:10][C:11]1[N:15](C(OC(C)(C)C)=O)[C:14]2[CH:23]=[C:24]([N:28]3[CH2:33][CH2:32][O:31][CH2:30][CH2:29]3)[CH:25]=[C:26]([CH3:27])[C:13]=2[N:12]=1)C.C(OCC)(=O)C.Cl. Product: [OH:5][C:6]1[CH2:7][NH:8][C:9](=[O:34])[C:10]=1[C:11]1[NH:15][C:14]2[CH:23]=[C:24]([N:28]3[CH2:29][CH2:30][O:31][CH2:32][CH2:33]3)[CH:25]=[C:26]([CH3:27])[C:13]=2[N:12]=1. The catalyst class is: 359. (6) Reactant: [C:1]([O:5][C:6]([N:8]1[CH:13]=[CH:12][C:11]([Cl:14])=[CH:10][CH:9]1[CH2:15][CH2:16][CH2:17][CH2:18][CH2:19][CH3:20])=[O:7])([CH3:4])([CH3:3])[CH3:2].[CH2:21]([Li])CCC.IC.O. Product: [C:1]([O:5][C:6]([N:8]1[C:13]([CH3:21])=[CH:12][C:11]([Cl:14])=[CH:10][CH:9]1[CH2:15][CH2:16][CH2:17][CH2:18][CH2:19][CH3:20])=[O:7])([CH3:4])([CH3:3])[CH3:2]. The catalyst class is: 116. (7) Reactant: [CH3:1][O:2][C:3](=[O:16])[NH:4][C:5]1[O:6][C:7]2[CH:13]=[CH:12][CH:11]=[C:10]([O:14][CH3:15])[C:8]=2[N:9]=1.F[B-](F)(F)F.[O:22]=[N+:23]=[O:24]. Product: [CH3:1][O:2][C:3](=[O:16])[NH:4][C:5]1[O:6][C:7]2[CH:13]=[CH:12][C:11]([N+:23]([O-:24])=[O:22])=[C:10]([O:14][CH3:15])[C:8]=2[N:9]=1.[CH3:1][O:2][C:3](=[O:16])[NH:4][C:5]1[O:6][C:7]2[C:13]([N+:23]([O-:24])=[O:22])=[CH:12][CH:11]=[C:10]([O:14][CH3:15])[C:8]=2[N:9]=1. The catalyst class is: 463. (8) Reactant: CC1(C)CCCC(C)(C)N1.C([Li])CCC.[Cl:16][C:17]1[CH:22]=[N:21][CH:20]=[CH:19][N:18]=1.CN([CH:26]=[O:27])C. Product: [Cl:16][C:17]1[C:22]([CH:26]=[O:27])=[N:21][CH:20]=[CH:19][N:18]=1. The catalyst class is: 1. (9) Product: [C:40]([C:27]1[CH:28]=[N:29][C:30]2[C:35]([C:26]=1[C:22]1[CH:21]=[C:20]([NH:19][C:8](=[N:9][C:10]#[N:11])[O:12][C:13]3[CH:14]=[CH:15][CH:16]=[CH:17][CH:18]=3)[CH:25]=[CH:24][CH:23]=1)=[CH:34][CH:33]=[CH:32][C:31]=2[C:36]([F:39])([F:37])[F:38])(=[O:41])[C:42]1[CH:43]=[CH:44][CH:45]=[CH:46][CH:47]=1. Reactant: C1C=CC(O[C:8]([O:12][C:13]2[CH:18]=[CH:17][CH:16]=[CH:15][CH:14]=2)=[N:9][C:10]#[N:11])=CC=1.[NH2:19][C:20]1[CH:21]=[C:22]([C:26]2[C:35]3[C:30](=[C:31]([C:36]([F:39])([F:38])[F:37])[CH:32]=[CH:33][CH:34]=3)[N:29]=[CH:28][C:27]=2[C:40]([C:42]2[CH:47]=[CH:46][CH:45]=[CH:44][CH:43]=2)=[O:41])[CH:23]=[CH:24][CH:25]=1. The catalyst class is: 10. (10) Reactant: [Br:1][C:2]1[CH:7]=[CH:6][C:5]([S:8](Cl)(=O)=O)=[CH:4][C:3]=1[Cl:12].CN(C=O)C.C1(P(C2C=CC=CC=2)C2C=CC=CC=2)C=CC=CC=1.Cl. Product: [Br:1][C:2]1[CH:7]=[CH:6][C:5]([SH:8])=[CH:4][C:3]=1[Cl:12]. The catalyst class is: 4.